Dataset: Peptide-MHC class I binding affinity with 185,985 pairs from IEDB/IMGT. Task: Regression. Given a peptide amino acid sequence and an MHC pseudo amino acid sequence, predict their binding affinity value. This is MHC class I binding data. (1) The peptide sequence is DPSRGRLGL. The MHC is H-2-Ld with pseudo-sequence H-2-Ld. The binding affinity (normalized) is 0.0880. (2) The peptide sequence is YVILVGAAF. The MHC is HLA-B35:01 with pseudo-sequence HLA-B35:01. The binding affinity (normalized) is 0.312. (3) The peptide sequence is SLSLISHVV. The MHC is HLA-A01:01 with pseudo-sequence HLA-A01:01. The binding affinity (normalized) is 0.0103. (4) The peptide sequence is YQVAYQATV. The MHC is Patr-B0101 with pseudo-sequence Patr-B0101. The binding affinity (normalized) is 0. (5) The peptide sequence is MVDELVTRK. The MHC is HLA-A31:01 with pseudo-sequence HLA-A31:01. The binding affinity (normalized) is 0.235.